Dataset: Forward reaction prediction with 1.9M reactions from USPTO patents (1976-2016). Task: Predict the product of the given reaction. Given the reactants C([Li])CCC.Br[C:7]1[CH:8]=[C:9]2[C:14](=[CH:15][CH:16]=1)[N:13]=[C:12]([O:17][CH3:18])[C:11]([CH2:19][N:20]1[CH2:25][CH2:24][CH:23]([C:26]([F:29])([F:28])[F:27])[CH2:22][CH2:21]1)=[C:10]2[Cl:30].[CH:31]([C:33]1[CH:40]=[CH:39][C:36]([C:37]#[N:38])=[CH:35][CH:34]=1)=[O:32], predict the reaction product. The product is: [Cl:30][C:10]1[C:9]2[C:14](=[CH:15][CH:16]=[C:7]([CH:31]([OH:32])[C:33]3[CH:40]=[CH:39][C:36]([C:37]#[N:38])=[CH:35][CH:34]=3)[CH:8]=2)[N:13]=[C:12]([O:17][CH3:18])[C:11]=1[CH2:19][N:20]1[CH2:25][CH2:24][CH:23]([C:26]([F:29])([F:28])[F:27])[CH2:22][CH2:21]1.